From a dataset of Full USPTO retrosynthesis dataset with 1.9M reactions from patents (1976-2016). Predict the reactants needed to synthesize the given product. (1) The reactants are: [CH:1]1([CH:7]([C:9]2[C:10]([F:15])=[N:11][CH:12]=[CH:13][CH:14]=2)[OH:8])[CH2:6][CH2:5][CH2:4][CH2:3][CH2:2]1.C1C=C[NH+]=CC=1.[O-][Cr](Cl)(=O)=O. Given the product [CH:1]1([C:7]([C:9]2[C:10]([F:15])=[N:11][CH:12]=[CH:13][CH:14]=2)=[O:8])[CH2:2][CH2:3][CH2:4][CH2:5][CH2:6]1, predict the reactants needed to synthesize it. (2) The reactants are: [NH:1]1[CH2:5][CH2:4][CH2:3][CH2:2]1.[C:6]1(=O)[C:14]2[C:9](=[CH:10][CH:11]=[CH:12][CH:13]=2)[CH2:8][CH2:7]1. Given the product [C:8]1([N:1]2[CH2:5][CH2:4][CH2:3][CH2:2]2)[C:9]2[C:14](=[CH:13][CH:12]=[CH:11][CH:10]=2)[CH2:6][CH:7]=1, predict the reactants needed to synthesize it.